From a dataset of Full USPTO retrosynthesis dataset with 1.9M reactions from patents (1976-2016). Predict the reactants needed to synthesize the given product. (1) The reactants are: [CH:1]([C:5]1[CH:6]=[C:7]([CH:18]=[CH:19][C:20]=1[O:21][CH3:22])[O:8][C:9]1[C:14]([Cl:15])=[CH:13][C:12]([NH2:16])=[CH:11][C:10]=1[Cl:17])([CH2:3][CH3:4])[CH3:2].Br[CH2:24][C:25]([O:27][CH2:28][CH3:29])=[O:26].C(N(C(C)C)CC)(C)C. Given the product [CH2:28]([O:27][C:25](=[O:26])[CH2:24][NH:16][C:12]1[CH:11]=[C:10]([Cl:17])[C:9]([O:8][C:7]2[CH:18]=[CH:19][C:20]([O:21][CH3:22])=[C:5]([CH:1]([CH2:3][CH3:4])[CH3:2])[CH:6]=2)=[C:14]([Cl:15])[CH:13]=1)[CH3:29], predict the reactants needed to synthesize it. (2) Given the product [Br:27][C:28]1[CH:36]=[CH:35][CH:34]=[C:33]2[C:29]=1[C:30]([C:44]1[C:45]([OH:53])=[CH:46][C:47]3[O:51][CH2:50][CH2:49][C:48]=3[CH:52]=1)([CH2:5][OH:16])[C:31](=[O:43])[N:32]2[CH2:37][C:38]([O:40][CH2:41][CH3:42])=[O:39], predict the reactants needed to synthesize it. The reactants are: BrC1C=CC=C2C=1C(C1C(O)=CC3OCOC=3C=1)[C:5](=[O:16])N2CCCCC.[Br:27][C:28]1[CH:36]=[CH:35][CH:34]=[C:33]2[C:29]=1[CH:30]([C:44]1[C:45]([OH:53])=[CH:46][C:47]3[O:51][CH2:50][CH2:49][C:48]=3[CH:52]=1)[C:31](=[O:43])[N:32]2[CH2:37][C:38]([O:40][CH2:41][CH3:42])=[O:39]. (3) Given the product [CH3:20][N:19]([CH2:21][C@H:22]1[C@:27]([OH:36])([C:28]2[CH:33]=[CH:32][CH:31]=[C:30]([O:34][CH3:35])[CH:29]=2)[CH2:26][CH2:25][CH2:24][CH2:23]1)[CH3:18].[CH3:1][C@H:2]([C:15]([OH:17])=[O:16])[C:3]1[CH:8]=[CH:7][C:6]2[CH:9]=[C:10]([O:13][CH3:14])[CH:11]=[CH:12][C:5]=2[CH:4]=1, predict the reactants needed to synthesize it. The reactants are: [CH3:1][C@H:2]([C:15]([OH:17])=[O:16])[C:3]1[CH:8]=[CH:7][C:6]2[CH:9]=[C:10]([O:13][CH3:14])[CH:11]=[CH:12][C:5]=2[CH:4]=1.[CH3:18][N:19]([CH2:21][C@H:22]1[C@:27]([OH:36])([C:28]2[CH:33]=[CH:32][CH:31]=[C:30]([O:34][CH3:35])[CH:29]=2)[CH2:26][CH2:25][CH2:24][CH2:23]1)[CH3:20]. (4) Given the product [CH3:13][O:14][C:15]([C:17]1[CH:27]=[C:26]([O:28][CH:29]2[CH2:30][N:31]([S:9]([CH3:8])(=[O:11])=[O:10])[CH2:32]2)[C:20]2[CH2:21][C:22]([CH3:25])([CH3:24])[O:23][C:19]=2[CH:18]=1)=[O:16], predict the reactants needed to synthesize it. The reactants are: CCN(CC)CC.[CH3:8][S:9](Cl)(=[O:11])=[O:10].[CH3:13][O:14][C:15]([C:17]1[CH:27]=[C:26]([O:28][CH:29]2[CH2:32][NH:31][CH2:30]2)[C:20]2[CH2:21][C:22]([CH3:25])([CH3:24])[O:23][C:19]=2[CH:18]=1)=[O:16]. (5) Given the product [CH3:1][C:2]1[N:6]([CH:7]([CH3:8])[CH3:9])[C:5]([C:10]2[CH:15]=[CH:14][N:13]=[C:12]([NH:16][C:17]3[CH:18]=[CH:19][C:20]([C:23]([N:25]4[CH2:29][CH2:28][C@H:27]([N:35]5[CH2:40][CH2:39][O:38][CH2:37][CH2:36]5)[CH2:26]4)=[O:24])=[CH:21][CH:22]=3)[N:11]=2)=[CH:4][N:3]=1, predict the reactants needed to synthesize it. The reactants are: [CH3:1][C:2]1[N:6]([CH:7]([CH3:9])[CH3:8])[C:5]([C:10]2[CH:15]=[CH:14][N:13]=[C:12]([NH:16][C:17]3[CH:22]=[CH:21][C:20]([C:23]([N:25]4[CH2:29][CH2:28][C@@H:27](OS(C)(=O)=O)[CH2:26]4)=[O:24])=[CH:19][CH:18]=3)[N:11]=2)=[CH:4][N:3]=1.[NH:35]1[CH2:40][CH2:39][O:38][CH2:37][CH2:36]1.